From a dataset of Full USPTO retrosynthesis dataset with 1.9M reactions from patents (1976-2016). Predict the reactants needed to synthesize the given product. (1) Given the product [ClH:4].[CH:5]1([NH:8][CH:9]([C:14]2[C:15](=[O:23])[C:16]([OH:22])=[C:17]([CH2:20][CH3:21])[NH:18][CH:19]=2)[C:10]([F:12])([F:11])[F:13])[CH2:6][CH2:7]1, predict the reactants needed to synthesize it. The reactants are: C([Cl:4])(=O)C.[CH:5]1([NH:8][CH:9]([C:14]2[C:15](=[O:23])[C:16]([OH:22])=[C:17]([CH2:20][CH3:21])[NH:18][CH:19]=2)[C:10]([F:13])([F:12])[F:11])[CH2:7][CH2:6]1. (2) Given the product [C:36]([CH2:35][C:32]1[CH:33]=[CH:34][C:29]([CH2:27][CH2:2][CH2:1][NH:3][C:4]2[CH:9]=[CH:8][CH:7]=[CH:6][C:5]=2[C@@H:10]2[CH2:19][CH2:18][C:17]3[CH:16]=[C:15]([O:20][C:21](=[O:26])[C:22]([CH3:25])([CH3:24])[CH3:23])[CH:14]=[CH:13][C:12]=3[CH2:11]2)=[CH:30][CH:31]=1)([OH:38])=[O:37], predict the reactants needed to synthesize it. The reactants are: [CH2:1]([NH:3][C:4]1[CH:9]=[CH:8][CH:7]=[CH:6][C:5]=1[C@@H:10]1[CH2:19][CH2:18][C:17]2[CH:16]=[C:15]([O:20][C:21](=[O:26])[C:22]([CH3:25])([CH3:24])[CH3:23])[CH:14]=[CH:13][C:12]=2[CH2:11]1)[CH3:2].[CH:27]([C:29]1[CH:34]=[CH:33][C:32]([CH2:35][C:36]([OH:38])=[O:37])=[CH:31][CH:30]=1)=O. (3) Given the product [NH3:8].[F:1][C:2]1[CH:11]=[C:10]2[C:5]([CH2:6][CH2:7][N:8]([C:18](=[O:24])[CH2:19][CH2:20][C:21]([NH:31][CH2:30][C:29]3[CH:32]=[CH:33][CH:34]=[C:27]([C:26]([F:35])([F:36])[F:25])[CH:28]=3)=[O:22])[CH:9]2[C:12]2[CH:17]=[CH:16][CH:15]=[CH:14][CH:13]=2)=[CH:4][CH:3]=1, predict the reactants needed to synthesize it. The reactants are: [F:1][C:2]1[CH:11]=[C:10]2[C:5]([CH2:6][CH2:7][N:8]([C:18](=[O:24])[CH2:19][CH2:20][C:21](O)=[O:22])[CH:9]2[C:12]2[CH:17]=[CH:16][CH:15]=[CH:14][CH:13]=2)=[CH:4][CH:3]=1.[F:25][C:26]([F:36])([F:35])[C:27]1[CH:28]=[C:29]([CH:32]=[CH:33][CH:34]=1)[CH2:30][NH2:31].C1C=NC2N(O)N=NC=2C=1.C(Cl)CCl. (4) Given the product [NH2:1][N:2]1[CH:6]=[CH:5][CH:4]=[C:3]1[C:7]([NH2:8])=[O:9], predict the reactants needed to synthesize it. The reactants are: [NH2:1][N:2]1[CH:6]=[CH:5][CH:4]=[C:3]1[C:7]#[N:8].[OH-:9].[K+]. (5) Given the product [OH:23][C:9]1[C:10]2[C:15](=[CH:14][C:13]([O:16][C:17]3[CH:22]=[CH:21][CH:20]=[CH:19][CH:18]=3)=[CH:12][CH:11]=2)[C:6]([CH3:5])=[N:7][C:8]=1[C:24]([O:26][CH3:27])=[O:25], predict the reactants needed to synthesize it. The reactants are: C(O[CH2:5][C:6]1[C:15]2[C:10](=[CH:11][CH:12]=[C:13]([O:16][C:17]3[CH:22]=[CH:21][CH:20]=[CH:19][CH:18]=3)[CH:14]=2)[C:9]([OH:23])=[C:8]([C:24]([O:26][CH3:27])=[O:25])[N:7]=1)(=O)C.C([O-])([O-])=O.[Na+].[Na+]. (6) Given the product [CH:1]1([CH2:4][C:5]2[O:7][C:24]3[C:16](=[C:17]([C:18]([OH:20])=[O:19])[CH:21]=[CH:22][CH:23]=3)[N:15]=2)[CH2:2][CH2:3]1, predict the reactants needed to synthesize it. The reactants are: [CH:1]1([CH2:4][C:5]([OH:7])=O)[CH2:3][CH2:2]1.C(Cl)(=O)C(Cl)=O.Br.[NH2:15][C:16]1[C:24](O)=[CH:23][CH:22]=[CH:21][C:17]=1[C:18]([OH:20])=[O:19].C(N(CC)CC)C.O.C1(C)C=CC(S(O)(=O)=O)=CC=1. (7) Given the product [C:24]([C:26]1[CH:27]=[C:28]([S:32]([C:2]2[CH:3]=[C:4]3[C:8](=[CH:9][CH:10]=2)[N:7]([CH:11]2[CH2:16][CH2:15][N:14]([C:17]([O:19][C:20]([CH3:23])([CH3:22])[CH3:21])=[O:18])[CH2:13][CH2:12]2)[CH2:6][CH2:5]3)(=[O:34])=[O:33])[CH:29]=[CH:30][CH:31]=1)#[N:25], predict the reactants needed to synthesize it. The reactants are: I[C:2]1[CH:3]=[C:4]2[C:8](=[CH:9][CH:10]=1)[N:7]([CH:11]1[CH2:16][CH2:15][N:14]([C:17]([O:19][C:20]([CH3:23])([CH3:22])[CH3:21])=[O:18])[CH2:13][CH2:12]1)[CH2:6][CH2:5]2.[C:24]([C:26]1[CH:27]=[C:28]([S:32](F)(=[O:34])=[O:33])[CH:29]=[CH:30][CH:31]=1)#[N:25].C([Li])(C)(C)C. (8) Given the product [CH3:21][C:20]1[C:19]([C:23]2[S:24][CH:25]=[CH:26][CH:27]=2)=[N:42][NH:43][C:30]=1[C:29]([F:40])([F:39])[F:28], predict the reactants needed to synthesize it. The reactants are: CCCCCC.C([Li])CCC.C(NC(C)C)(C)C.[C:19]([C:23]1[S:24][CH:25]=[CH:26][CH:27]=1)(=O)[CH2:20][CH3:21].[F:28][C:29]([F:40])([F:39])[C:30](O[C:30](=O)[C:29]([F:40])([F:39])[F:28])=O.Cl.[NH2:42][NH2:43]. (9) Given the product [CH3:12][N:2]([CH3:1])[C:3]1[CH:8]=[CH:7][C:6]([CH:9]([CH:13]=[O:14])[C:10]#[N:11])=[CH:5][CH:4]=1, predict the reactants needed to synthesize it. The reactants are: [CH3:1][N:2]([CH3:12])[C:3]1[CH:8]=[CH:7][C:6]([CH2:9][C:10]#[N:11])=[CH:5][CH:4]=1.[CH:13](OCC)=[O:14].[Na]. (10) Given the product [CH3:17][C:15]1[CH:14]=[C:13]([C:18]2[S:22][C:21]([N:23]3[CH2:29][CH2:28][CH2:27][NH:26][C:25](=[O:30])[CH2:24]3)=[N:20][CH:19]=2)[CH:12]=[C:11]([NH:10][C:2]2[N:7]=[C:6]([S:8][CH3:9])[CH:5]=[CH:4][N:3]=2)[CH:16]=1, predict the reactants needed to synthesize it. The reactants are: Cl[C:2]1[N:7]=[C:6]([S:8][CH3:9])[CH:5]=[CH:4][N:3]=1.[NH2:10][C:11]1[CH:12]=[C:13]([C:18]2[S:22][C:21]([N:23]3[CH2:29][CH2:28][CH2:27][NH:26][C:25](=[O:30])[CH2:24]3)=[N:20][CH:19]=2)[CH:14]=[C:15]([CH3:17])[CH:16]=1.C1(P(C2CCCCC2)C2C=CC=CC=2C2C(C(C)C)=CC(C(C)C)=CC=2C(C)C)CCCCC1.C(=O)([O-])[O-].[K+].[K+].